From a dataset of Catalyst prediction with 721,799 reactions and 888 catalyst types from USPTO. Predict which catalyst facilitates the given reaction. (1) Reactant: Br[C:2]1[CH:7]=[CH:6][C:5]([C:8]([F:11])([F:10])[F:9])=[CH:4][C:3]=1[S:12]([N:15]1[CH2:20][CH2:19][N:18]([C:21]([O:23][C:24]([CH3:27])([CH3:26])[CH3:25])=[O:22])[CH2:17][CH2:16]1)(=[O:14])=[O:13].[C:28](=O)([O-])[O-].[K+].[K+].CB1OB(C)OB(C)O1. Product: [CH3:28][C:2]1[CH:7]=[CH:6][C:5]([C:8]([F:11])([F:10])[F:9])=[CH:4][C:3]=1[S:12]([N:15]1[CH2:20][CH2:19][N:18]([C:21]([O:23][C:24]([CH3:27])([CH3:26])[CH3:25])=[O:22])[CH2:17][CH2:16]1)(=[O:14])=[O:13]. The catalyst class is: 77. (2) Reactant: [S:1]1[C:5]2[CH:6]=[CH:7][CH:8]=[CH:9][C:4]=2[N:3]=[C:2]1[N:10]1[C:14](=[O:15])[C:13]([CH:16]=O)=[C:12]([CH3:18])[NH:11]1.[NH:19]1[CH2:24][CH2:23][CH2:22][CH2:21][CH2:20]1. Product: [S:1]1[C:5]2[CH:6]=[CH:7][CH:8]=[CH:9][C:4]=2[N:3]=[C:2]1[N:10]1[C:14](=[O:15])[C:13](=[CH:16][N:19]2[CH2:24][CH2:23][CH2:22][CH2:21][CH2:20]2)[C:12]([CH3:18])=[N:11]1. The catalyst class is: 33. (3) Reactant: Cl[C:2]1[CH:9]=[C:8]([O:10][CH3:11])[C:7]([N+:12]([O-:14])=[O:13])=[CH:6][C:3]=1[C:4]#[N:5].C(O)(=O)C(O)=O.[CH2:21]([NH:23][NH2:24])[CH3:22].C([O-])([O-])=O.[K+].[K+]. Product: [CH2:21]([N:23]1[C:2]2[C:3](=[CH:6][C:7]([N+:12]([O-:14])=[O:13])=[C:8]([O:10][CH3:11])[CH:9]=2)[C:4]([NH2:5])=[N:24]1)[CH3:22]. The catalyst class is: 3. (4) Reactant: [N:1]([CH2:4][C:5]1[C:6]([C:16]2[CH:21]=[C:20]([F:22])[CH:19]=[CH:18][C:17]=2[C:23]([F:26])([F:25])[F:24])=[N:7][C:8]2[C:13]([CH:14]=1)=[CH:12][CH:11]=[CH:10][C:9]=2[Cl:15])=[N+]=[N-].CO. Product: [Cl:15][C:9]1[CH:10]=[CH:11][CH:12]=[C:13]2[C:8]=1[N:7]=[C:6]([C:16]1[CH:21]=[C:20]([F:22])[CH:19]=[CH:18][C:17]=1[C:23]([F:26])([F:24])[F:25])[C:5]([CH2:4][NH2:1])=[CH:14]2. The catalyst class is: 45. (5) Reactant: [Cl:1][C:2]1[CH:11]=[C:10]2[C:5]([CH:6]=[C:7]([C:12](OC)=[O:13])[N:8]=[CH:9]2)=[CH:4][CH:3]=1.[H-].[Li+].[Al+3].[H-].[H-].[H-].[OH-].[Na+]. Product: [Cl:1][C:2]1[CH:11]=[C:10]2[C:5]([CH:6]=[C:7]([CH2:12][OH:13])[N:8]=[CH:9]2)=[CH:4][CH:3]=1. The catalyst class is: 1. (6) Reactant: [CH2:1]([O:8][C:9]([NH:11][C@H:12]([C:14]([OH:16])=O)[CH3:13])=[O:10])[C:2]1[CH:7]=[CH:6][CH:5]=[CH:4][CH:3]=1.C(N1C=CN=C1)([N:19]1C=CN=C1)=O. Product: [CH2:1]([O:8][C:9]([NH:11][C@H:12]([C:14]([NH2:19])=[O:16])[CH3:13])=[O:10])[C:2]1[CH:7]=[CH:6][CH:5]=[CH:4][CH:3]=1. The catalyst class is: 1. (7) Reactant: [CH3:1][C:2]1[S:3][C:4]([NH2:14])=[C:5]([C:7]2[CH:12]=[CH:11][CH:10]=[CH:9][C:8]=2[CH3:13])[N:6]=1.C(N(C(C)C)CC)(C)C.[Cl:24][C:25]1[CH:30]=[CH:29][N:28]2[N:31]=[CH:32][C:33]([C:34](Cl)=[O:35])=[C:27]2[N:26]=1. Product: [CH3:1][C:2]1[S:3][C:4]([NH:14][C:34]([C:33]2[CH:32]=[N:31][N:28]3[CH:29]=[CH:30][C:25]([Cl:24])=[N:26][C:27]=23)=[O:35])=[C:5]([C:7]2[CH:12]=[CH:11][CH:10]=[CH:9][C:8]=2[CH3:13])[N:6]=1. The catalyst class is: 4. (8) Reactant: ON1C2C=CC=CC=2N=N1.C(Cl)CCl.C(N(C(C)C)CC)(C)C.[NH2:24][C@H:25]([C:28]([O:30][CH3:31])=[O:29])[CH2:26][OH:27].Cl.[NH:33]([C:39]([O:41][C:42]([CH3:45])([CH3:44])[CH3:43])=[O:40])[C@@H:34]([C:36](O)=[O:37])[CH3:35]. Product: [NH:33]([C:39]([O:41][C:42]([CH3:43])([CH3:45])[CH3:44])=[O:40])[C@@H:34]([C:36]([NH:24][C@H:25]([C:28]([O:30][CH3:31])=[O:29])[CH2:26][OH:27])=[O:37])[CH3:35]. The catalyst class is: 4. (9) The catalyst class is: 1. Product: [CH:13]1([C:16]2[CH:20]=[C:19]([NH:21][C:22]3[C:23]4[CH2:39][CH2:38][CH2:37][C:24]=4[N:25]=[C:26]([N:28]4[CH2:32][CH2:31][CH2:30][CH:29]4[C:33]([NH:7][C:2]4[CH:3]=[N:4][CH:5]=[CH:6][N:1]=4)=[O:34])[N:27]=3)[NH:18][N:17]=2)[CH2:15][CH2:14]1. Reactant: [N:1]1[CH:6]=[CH:5][N:4]=[CH:3][C:2]=1[NH2:7].C([Mg]Cl)(C)C.[CH:13]1([C:16]2[CH:20]=[C:19]([NH:21][C:22]3[C:23]4[CH2:39][CH2:38][CH2:37][C:24]=4[N:25]=[C:26]([N:28]4[CH2:32][CH2:31][CH2:30][CH:29]4[C:33](OC)=[O:34])[N:27]=3)[NH:18][N:17]=2)[CH2:15][CH2:14]1.